This data is from TCR-epitope binding with 47,182 pairs between 192 epitopes and 23,139 TCRs. The task is: Binary Classification. Given a T-cell receptor sequence (or CDR3 region) and an epitope sequence, predict whether binding occurs between them. (1) The epitope is FSKQLQQSM. The TCR CDR3 sequence is CASSPLSQGNTEAFF. Result: 0 (the TCR does not bind to the epitope). (2) The epitope is YYRRATRRIR. The TCR CDR3 sequence is CASSLDKLAGFSGELFF. Result: 0 (the TCR does not bind to the epitope). (3) The epitope is FLYNLLTRV. The TCR CDR3 sequence is CASSQETGLLQETQYF. Result: 0 (the TCR does not bind to the epitope). (4) The epitope is NLNESLIDL. The TCR CDR3 sequence is CASSLESGSSYNEQFF. Result: 0 (the TCR does not bind to the epitope). (5) The epitope is FVDGVPFVV. The TCR CDR3 sequence is CASSSGDRPSGYTF. Result: 1 (the TCR binds to the epitope). (6) The epitope is YLNTLTLAV. The TCR CDR3 sequence is CASSPGGYNEQFF. Result: 1 (the TCR binds to the epitope).